From a dataset of Reaction yield outcomes from USPTO patents with 853,638 reactions. Predict the reaction yield, written as a fraction of the theoretical maximum amount of product (1.0 means a 100% yield; for example, 0.34 means a 34% yield). (1) The reactants are [C:1]1(/[CH:7]=[CH:8]/[CH2:9][CH2:10][CH2:11][C:12]#[C:13][C:14]([O:16][CH3:17])=[O:15])[CH:6]=[CH:5][CH:4]=[CH:3][CH:2]=1. The catalyst is ClC1C=CC=CC=1Cl. The product is [CH2:9]1[C:8]2=[CH:7][C:1]3[C:6]([C:13]([C:14]([O:16][CH3:17])=[O:15])=[C:12]2[CH2:11][CH2:10]1)=[CH:5][CH:4]=[CH:3][CH:2]=3. The yield is 0.970. (2) The reactants are [F:1][C:2]([F:25])([F:24])[C:3]([C:9]1[CH:14]=[CH:13][C:12](B2OC(C)(C)C(C)(C)O2)=[CH:11][CH:10]=1)([OH:8])[C:4]([F:7])([F:6])[F:5].Cl[C:27]1[N:32]=[C:31]([NH:33][C:34]([C:36]2([C:39]3[CH:49]=[CH:48][C:42]4[O:43][C:44]([F:47])([F:46])[O:45][C:41]=4[CH:40]=3)[CH2:38][CH2:37]2)=[O:35])[CH:30]=[CH:29][C:28]=1[CH3:50]. The catalyst is COCCOC.C([O-])([O-])=O.[Na+].[Na+].C1C=CC([P]([Pd]([P](C2C=CC=CC=2)(C2C=CC=CC=2)C2C=CC=CC=2)([P](C2C=CC=CC=2)(C2C=CC=CC=2)C2C=CC=CC=2)[P](C2C=CC=CC=2)(C2C=CC=CC=2)C2C=CC=CC=2)(C2C=CC=CC=2)C2C=CC=CC=2)=CC=1. The product is [F:47][C:44]1([F:46])[O:43][C:42]2[CH:48]=[CH:49][C:39]([C:36]3([C:34]([NH:33][C:31]4[CH:30]=[CH:29][C:28]([CH3:50])=[C:27]([C:12]5[CH:13]=[CH:14][C:9]([C:3]([OH:8])([C:4]([F:6])([F:5])[F:7])[C:2]([F:1])([F:25])[F:24])=[CH:10][CH:11]=5)[N:32]=4)=[O:35])[CH2:38][CH2:37]3)=[CH:40][C:41]=2[O:45]1. The yield is 0.750. (3) The reactants are [CH:1]([N:14]1[CH2:19][CH2:18][N:17]([C:20]2[CH:25]=[CH:24][C:23]([NH2:26])=[CH:22][C:21]=2[F:27])[CH2:16][CH2:15]1)([C:8]1[CH:13]=[CH:12][CH:11]=[CH:10][CH:9]=1)[C:2]1[CH:7]=[CH:6][CH:5]=[CH:4][CH:3]=1.[CH2:28]([CH:30]([CH2:34][CH3:35])[C:31](O)=[O:32])[CH3:29]. No catalyst specified. The product is [CH:1]([N:14]1[CH2:19][CH2:18][N:17]([C:20]2[CH:25]=[CH:24][C:23]([NH:26][C:31](=[O:32])[CH:30]([CH2:34][CH3:35])[CH2:28][CH3:29])=[CH:22][C:21]=2[F:27])[CH2:16][CH2:15]1)([C:2]1[CH:7]=[CH:6][CH:5]=[CH:4][CH:3]=1)[C:8]1[CH:9]=[CH:10][CH:11]=[CH:12][CH:13]=1. The yield is 0.393. (4) The reactants are O=[C:2]1[CH2:7][CH2:6][N:5]([C:8]([O:10][CH2:11][C:12]2[CH:17]=[CH:16][CH:15]=[CH:14][CH:13]=2)=[O:9])[CH2:4][CH2:3]1.Cl.[CH3:19][O:20][C:21](=[O:25])[CH2:22][CH2:23][NH2:24].C(O)(=O)C.C(O[BH-](OC(=O)C)OC(=O)C)(=O)C.[Na+]. The catalyst is ClC(Cl)C. The product is [CH3:19][O:20][C:21](=[O:25])[CH2:22][CH2:23][NH:24][CH:2]1[CH2:7][CH2:6][N:5]([C:8]([O:10][CH2:11][C:12]2[CH:17]=[CH:16][CH:15]=[CH:14][CH:13]=2)=[O:9])[CH2:4][CH2:3]1. The yield is 0.870. (5) The reactants are C([Li])CCC.CCCCCC.Br[C:13]1[C:14]([O:29][CH2:30][CH2:31]Br)=[C:15]([C:20]2([CH3:28])[O:25]CC(C)(C)CO2)[CH:16]=[C:17]([Cl:19])[CH:18]=1. The catalyst is O1CCCC1.O. The product is [C:20]([C:15]1[C:14]2[O:29][CH2:30][CH2:31][C:13]=2[CH:18]=[C:17]([Cl:19])[CH:16]=1)(=[O:25])[CH3:28]. The yield is 0.250. (6) The reactants are ClC(Cl)(Cl)C([NH:5][C:6]([NH:8][C:9]1[CH:10]=[C:11]2[CH:20]=[CH:19][CH:18]=[C:17]3[C:12]2=[C:13]([CH:28]=1)[C:14](=[O:27])[N:15]([CH2:22][CH2:23][N:24]([CH3:26])[CH3:25])[C:16]3=[O:21])=[O:7])=O.C([O-])([O-])=O.[K+].[K+].CO. The catalyst is O. The product is [CH3:25][N:24]([CH3:26])[CH2:23][CH2:22][N:15]1[C:14](=[O:27])[C:13]2[CH:28]=[C:9]([NH:8][C:6]([NH2:5])=[O:7])[CH:10]=[C:11]3[C:12]=2[C:17](=[CH:18][CH:19]=[CH:20]3)[C:16]1=[O:21]. The yield is 0.900.